From a dataset of Catalyst prediction with 721,799 reactions and 888 catalyst types from USPTO. Predict which catalyst facilitates the given reaction. (1) Reactant: Br[C:2]1[N:6]2[CH:7]=[C:8]([C:11]3[CH:16]=[CH:15][C:14]([C:17](C4CCC(C)CC4)=[O:18])=[CH:13][CH:12]=3)[N:9]=[CH:10][C:5]2=[N:4][CH:3]=1.[CH2:26]([O:28][C:29]([C:31]1[CH:36]=[CH:35][C:34](B(O)O)=[CH:33][CH:32]=1)=[O:30])[CH3:27].[O-]P([O-])([O-])=O.[K+].[K+].[K+].O. Product: [CH3:2][N:6]1[CH2:7][CH2:8][N:9]([C:17]([C:14]2[CH:13]=[CH:12][C:11]([C:8]3[N:9]=[CH:10][C:5]4[N:6]([C:2]([C:33]5[CH:32]=[C:31]([CH:36]=[CH:35][CH:34]=5)[C:29]([O:28][CH2:26][CH3:27])=[O:30])=[CH:3][N:4]=4)[CH:7]=3)=[CH:16][CH:15]=2)=[O:18])[CH2:10][CH2:5]1. The catalyst class is: 77. (2) Reactant: [CH2:1]([O:3][C@H:4]1[CH2:9][CH2:8][C@H:7]([NH:10][C:11]2[CH:12]=[CH:13][C:14]3[N:15]([C:17]([C:20]4[CH:25]=[CH:24][N:23]=[CH:22][CH:21]=4)=[CH:18][N:19]=3)[N:16]=2)[CH2:6][CH2:5]1)[CH3:2].C([O-])(O)=O.[Na+].[Br:31]Br. Product: [Br:31][C:18]1[N:19]=[C:14]2[CH:13]=[CH:12][C:11]([NH:10][C@H:7]3[CH2:8][CH2:9][C@H:4]([O:3][CH2:1][CH3:2])[CH2:5][CH2:6]3)=[N:16][N:15]2[C:17]=1[C:20]1[CH:21]=[CH:22][N:23]=[CH:24][CH:25]=1. The catalyst class is: 5.